This data is from Kir2.1 potassium channel HTS with 301,493 compounds. The task is: Binary Classification. Given a drug SMILES string, predict its activity (active/inactive) in a high-throughput screening assay against a specified biological target. The molecule is S(=O)(=O)(N1CCCC1)c1cc(c(OCC(=O)N2CCCCC2)cc1)C. The result is 0 (inactive).